From a dataset of Full USPTO retrosynthesis dataset with 1.9M reactions from patents (1976-2016). Predict the reactants needed to synthesize the given product. The reactants are: [CH3:1][N:2]1[CH:6]=[CH:5][CH:4]=[C:3]1[CH2:7][C:8]([O:10][CH3:11])=[O:9].C(Cl)(=O)[C:13](Cl)=[O:14].C(=O)([O-])O.[Na+].[OH-].[Na+]. Given the product [CH:13]([C:6]1[N:2]([CH3:1])[C:3]([CH2:7][C:8]([O:10][CH3:11])=[O:9])=[CH:4][CH:5]=1)=[O:14], predict the reactants needed to synthesize it.